This data is from Catalyst prediction with 721,799 reactions and 888 catalyst types from USPTO. The task is: Predict which catalyst facilitates the given reaction. (1) The catalyst class is: 3. Reactant: FC(F)(F)C1C=CC2N=C(CCl)NC=2C=1.C(OC(N(CC1C=CC=CN=1)CC1C=CC(CNC2C3N=CC=CC=3CCC2)=CC=1)=O)(C)(C)C.C(N(C(C)C)CC)(C)C.C(OC([N:66]([CH2:100][C:101]1[CH:106]=[CH:105][CH:104]=[CH:103][N:102]=1)[CH2:67][C:68]1[CH:73]=[CH:72][C:71]([CH2:74][N:75]([CH2:86][C:87]2[NH:91][C:90]3[CH:92]=[CH:93][C:94]([C:96]([F:99])([F:98])[F:97])=[CH:95][C:89]=3[N:88]=2)[CH:76]2[C:85]3[N:84]=[CH:83][CH:82]=[CH:81][C:80]=3[CH2:79][CH2:78][CH2:77]2)=[CH:70][CH:69]=1)=O)(C)(C)C. Product: [N:102]1[CH:103]=[CH:104][CH:105]=[CH:106][C:101]=1[CH2:100][NH:66][CH2:67][C:68]1[CH:73]=[CH:72][C:71]([CH2:74][N:75]([CH2:86][C:87]2[NH:91][C:90]3[CH:92]=[CH:93][C:94]([C:96]([F:99])([F:98])[F:97])=[CH:95][C:89]=3[N:88]=2)[CH:76]2[C:85]3[N:84]=[CH:83][CH:82]=[CH:81][C:80]=3[CH2:79][CH2:78][CH2:77]2)=[CH:70][CH:69]=1. (2) Reactant: Cl[C:2]1[C:7]([N+:8]([O-:10])=[O:9])=[CH:6][CH:5]=[CH:4][N:3]=1.[CH2:11]1[C:20]2[C:15](=[CH:16][CH:17]=[CH:18][CH:19]=2)[CH2:14][CH2:13][NH:12]1.C(=O)([O-])[O-].[Na+].[Na+].CN(C)C=O. Product: [N+:8]([C:7]1[C:2]([N:12]2[CH2:13][CH2:14][C:15]3[C:20](=[CH:19][CH:18]=[CH:17][CH:16]=3)[CH2:11]2)=[N:3][CH:4]=[CH:5][CH:6]=1)([O-:10])=[O:9]. The catalyst class is: 13. (3) Reactant: [NH2:1][C@@H:2]([C:24]1[CH:29]=[CH:28][C:27]([F:30])=[CH:26][CH:25]=1)[C:3]([NH:5][C@@H:6]1[C:12](=[O:13])[NH:11][C:10]2[CH:14]=[CH:15][CH:16]=[CH:17][C:9]=2[O:8][C@@H:7]1[C:18]1[CH:23]=[CH:22][CH:21]=[CH:20][CH:19]=1)=[O:4].[CH:31]1([CH2:37][C:38](O)=[O:39])[CH2:36][CH2:35][CH2:34][CH2:33][CH2:32]1.C1C=CC2N(O)N=NC=2C=1.CN1CCOCC1.CCN=C=NCCCN(C)C.Cl. Product: [CH:31]1([CH2:37][C:38]([NH:1][C@@H:2]([C:24]2[CH:25]=[CH:26][C:27]([F:30])=[CH:28][CH:29]=2)[C:3]([NH:5][C@@H:6]2[C:12](=[O:13])[NH:11][C:10]3[CH:14]=[CH:15][CH:16]=[CH:17][C:9]=3[O:8][C@@H:7]2[C:18]2[CH:23]=[CH:22][CH:21]=[CH:20][CH:19]=2)=[O:4])=[O:39])[CH2:36][CH2:35][CH2:34][CH2:33][CH2:32]1. The catalyst class is: 4. (4) Reactant: [C:1]([C:5]1[CH:10]=[CH:9][C:8]([NH:11][C:12]2[C:21]3[C:16](=[CH:17][CH:18]=[CH:19][CH:20]=3)[C:15]([C:22](=[O:25])[CH2:23]O)=[CH:14][N:13]=2)=[CH:7][CH:6]=1)([CH3:4])([CH3:3])[CH3:2].C1C=CC(P(C2C=CC=CC=2)C2C=CC=CC=2)=CC=1.C(Br)(Br)(Br)[Br:46]. Product: [Br:46][CH2:23][C:22]([C:15]1[C:16]2[C:21](=[CH:20][CH:19]=[CH:18][CH:17]=2)[C:12]([NH:11][C:8]2[CH:9]=[CH:10][C:5]([C:1]([CH3:4])([CH3:3])[CH3:2])=[CH:6][CH:7]=2)=[N:13][CH:14]=1)=[O:25]. The catalyst class is: 2. (5) Reactant: [CH3:1][S:2][C:3]1[N:7]=[C:6]([NH2:8])[S:5][N:4]=1.[C:9]([O:13][C:14](O[C:14]([O:13][C:9]([CH3:12])([CH3:11])[CH3:10])=[O:15])=[O:15])([CH3:12])([CH3:11])[CH3:10].C[Si](C)(C)[N-][Si](C)(C)C.[Na+]. Product: [C:9]([O:13][C:14](=[O:15])[NH:8][C:6]1[S:5][N:4]=[C:3]([S:2][CH3:1])[N:7]=1)([CH3:12])([CH3:11])[CH3:10]. The catalyst class is: 56. (6) Reactant: [Br:1][C:2]1[CH:7]=[CH:6][C:5]([CH2:8][C:9](=[O:12])[CH2:10][CH3:11])=[CH:4][CH:3]=1.[BH4-].[Na+]. Product: [Br:1][C:2]1[CH:3]=[CH:4][C:5]([CH2:8][CH:9]([OH:12])[CH2:10][CH3:11])=[CH:6][CH:7]=1. The catalyst class is: 191.